From a dataset of Full USPTO retrosynthesis dataset with 1.9M reactions from patents (1976-2016). Predict the reactants needed to synthesize the given product. (1) Given the product [Br:10][CH2:11][CH2:12][CH2:13][O:9][C:4]1[CH:5]=[CH:6][C:7]([F:8])=[C:2]([F:1])[CH:3]=1, predict the reactants needed to synthesize it. The reactants are: [F:1][C:2]1[CH:3]=[C:4]([OH:9])[CH:5]=[CH:6][C:7]=1[F:8].[Br:10][CH2:11][CH2:12][CH2:13]Br. (2) Given the product [Cl:38][C:14]1[CH:15]=[C:16]([O:31][CH2:32][C:33]([O:35][CH2:36][CH3:37])=[O:34])[C:17]([O:19][CH2:20][C:21]2[C:26]([O:27][CH3:28])=[CH:25][CH:24]=[C:23]([F:29])[C:22]=2[F:30])=[CH:18][C:13]=1[N:10]1[C:9](=[O:39])[NH:8][C:7]2[C:11]1=[N:12][C:4]([C:1]([O:55][CH3:54])([O:3][CH3:43])[CH3:2])=[N:5][C:6]=2[O:40][CH3:41], predict the reactants needed to synthesize it. The reactants are: [C:1]([C:4]1[N:12]=[C:11]2[C:7]([NH:8][C:9](=[O:39])[N:10]2[C:13]2[CH:18]=[C:17]([O:19][CH2:20][C:21]3[C:26]([O:27][CH3:28])=[CH:25][CH:24]=[C:23]([F:29])[C:22]=3[F:30])[C:16]([O:31][CH2:32][C:33]([O:35][CH2:36][CH3:37])=[O:34])=[CH:15][C:14]=2[Cl:38])=[C:6]([O:40][CH3:41])[N:5]=1)(=[O:3])[CH3:2].O.[C:43]1(C)C=CC(S(O)(=O)=O)=CC=1.[CH:54](OC)(OC)[O:55]C. (3) Given the product [C:3]([N:11]1[CH2:14][C:13]([CH2:18][O:19][C:24]2[CH:23]=[N:22][C:21]([Cl:20])=[CH:26][N:25]=2)([C:15]([OH:17])=[O:16])[CH2:12]1)(=[O:10])[C:4]1[CH:9]=[CH:8][CH:7]=[CH:6][CH:5]=1, predict the reactants needed to synthesize it. The reactants are: [H-].[Na+].[C:3]([N:11]1[CH2:14][C:13]([CH2:18][OH:19])([C:15]([OH:17])=[O:16])[CH2:12]1)(=[O:10])[C:4]1[CH:9]=[CH:8][CH:7]=[CH:6][CH:5]=1.[Cl:20][C:21]1[CH:26]=[N:25][C:24](Cl)=[CH:23][N:22]=1. (4) Given the product [NH2:16][C:15]1[C:12](=[N:11][NH:10][C:8]2[S:9][C:5]3[CH:4]=[C:3]([O:24][CH3:19])[CH:18]=[CH:17][C:6]=3[N:7]=2)[C:13]([NH2:14])=[N:26][N:25]=1, predict the reactants needed to synthesize it. The reactants are: CO[C:3]1[CH:18]=[CH:17][C:6]2[N:7]=[C:8]([NH:10][N:11]=[C:12]([C:15]#[N:16])[C:13]#[N:14])[S:9][C:5]=2[CH:4]=1.[C:19](#N)CC#N.[OH2:24].[NH2:25][NH2:26]. (5) Given the product [Br:17][C:18]1[CH:19]=[C:20]([C:9]2[CH:10]=[CH:11][C:6]3[NH:5][C:4](=[O:15])[O:3][C:2]([CH3:16])([CH3:1])[C:7]=3[CH:8]=2)[CH:21]=[C:22]([F:24])[CH:23]=1, predict the reactants needed to synthesize it. The reactants are: [CH3:1][C:2]1([CH3:16])[C:7]2[CH:8]=[C:9](B(O)O)[CH:10]=[CH:11][C:6]=2[NH:5][C:4](=[O:15])[O:3]1.[Br:17][C:18]1[CH:23]=[C:22]([F:24])[CH:21]=[C:20](Br)[CH:19]=1. (6) Given the product [I:38][C:20]1[CH:19]=[C:18]([C:16]([CH3:24])([CH3:17])[CH2:15][C:14](=[O:25])[C:13]([NH:12][C:11]2[CH:2]=[C:3]3[C:8](=[CH:9][CH:10]=2)[C:6](=[O:7])[O:5][CH2:4]3)=[O:26])[CH:23]=[CH:22][CH:21]=1, predict the reactants needed to synthesize it. The reactants are: Br[C:2]1[C:11]([NH:12][C:13](=[O:26])[C:14](=[O:25])[CH2:15][C:16]([CH3:24])([C:18]2[CH:23]=[CH:22][CH:21]=[CH:20][CH:19]=2)[CH3:17])=[CH:10][CH:9]=[C:8]2[C:3]=1[CH2:4][O:5][C:6]2=[O:7].NC1C=C2C(=CC=1)C(=O)OC2.[I:38]C1C=C(C(C)(C)CC(=O)C(O)=O)C=CC=1. (7) Given the product [ClH:53].[ClH:53].[CH3:22][C:23]1[CH:32]=[CH:31][C:30]2[C:25](=[CH:26][CH:27]=[CH:28][C:29]=2[N:33]2[CH2:38][CH2:37][N:36]([CH2:2][CH2:3][C:4]3[CH:13]=[CH:12][CH:11]=[C:10]4[C:5]=3[CH:6]=[CH:7][C:8]3[N:9]4[N:14]=[N:15][C:16]=3[C:17]([O:19][CH2:20][CH3:21])=[O:18])[CH2:35][CH2:34]2)[N:24]=1, predict the reactants needed to synthesize it. The reactants are: O=[CH:2][CH2:3][C:4]1[CH:13]=[CH:12][CH:11]=[C:10]2[C:5]=1[CH:6]=[CH:7][C:8]1[N:9]2[N:14]=[N:15][C:16]=1[C:17]([O:19][CH2:20][CH3:21])=[O:18].[CH3:22][C:23]1[CH:32]=[CH:31][C:30]2[C:25](=[CH:26][CH:27]=[CH:28][C:29]=2[N:33]2[CH2:38][CH2:37][NH:36][CH2:35][CH2:34]2)[N:24]=1.C(O[BH-](OC(=O)C)OC(=O)C)(=O)C.[Na+].[Cl:53]CCCl. (8) Given the product [C:13]1([S:19]([C:22]2[CH:28]=[CH:27][C:25]([NH:26][C:5]([NH:36][CH2:35][C:31]3[CH:30]=[N:29][CH:34]=[CH:33][CH:32]=3)=[O:11])=[CH:24][CH:23]=2)(=[O:20])=[O:21])[CH:18]=[CH:17][CH:16]=[CH:15][CH:14]=1, predict the reactants needed to synthesize it. The reactants are: ClC(Cl)(O[C:5](=[O:11])OC(Cl)(Cl)Cl)Cl.[C:13]1([S:19]([C:22]2[CH:28]=[CH:27][C:25]([NH2:26])=[CH:24][CH:23]=2)(=[O:21])=[O:20])[CH:18]=[CH:17][CH:16]=[CH:15][CH:14]=1.[N:29]1[CH:34]=[CH:33][CH:32]=[C:31]([CH2:35][NH2:36])[CH:30]=1.